This data is from Full USPTO retrosynthesis dataset with 1.9M reactions from patents (1976-2016). The task is: Predict the reactants needed to synthesize the given product. (1) Given the product [ClH:25].[NH2:20][C:15]1[CH:16]=[CH:17][CH:18]=[C:19]2[C:14]=1[C:13](=[O:23])[C:12]([CH3:24])=[CH:11][N:10]2[CH2:9][P:4](=[O:8])([O:5][CH2:6][CH3:7])[O:3][CH2:1][CH3:2], predict the reactants needed to synthesize it. The reactants are: [CH2:1]([O:3][P:4]([CH2:9][N:10]1[C:19]2[C:14](=[C:15]([N+:20]([O-])=O)[CH:16]=[CH:17][CH:18]=2)[C:13](=[O:23])[C:12]([CH3:24])=[CH:11]1)(=[O:8])[O:5][CH2:6][CH3:7])[CH3:2].[ClH:25].[H][H]. (2) Given the product [Cl:44][C:29]1[CH:28]=[C:27]([NH:26][C:24]2[C:25]3[N:17]([CH2:16][CH2:15][NH:14][C:45]([NH:4][O:3][CH3:2])=[O:46])[CH:18]=[CH:19][C:20]=3[N:21]=[CH:22][N:23]=2)[CH:32]=[CH:31][C:30]=1[O:33][C:34]1[CH:39]=[CH:38][CH:37]=[C:36]([C:40]([F:43])([F:42])[F:41])[CH:35]=1, predict the reactants needed to synthesize it. The reactants are: Cl.[CH3:2][O:3][NH2:4].C(N(CC)CC)C.Cl.Cl.[NH2:14][CH2:15][CH2:16][N:17]1[C:25]2[C:24]([NH:26][C:27]3[CH:32]=[CH:31][C:30]([O:33][C:34]4[CH:39]=[CH:38][CH:37]=[C:36]([C:40]([F:43])([F:42])[F:41])[CH:35]=4)=[C:29]([Cl:44])[CH:28]=3)=[N:23][CH:22]=[N:21][C:20]=2[CH:19]=[CH:18]1.[C:45](=O)([O-])[OH:46].[Na+]. (3) Given the product [C:15]([O:19][C:20]([N:22]1[CH2:27][CH2:26][C:25]([C:33]([F:39])([F:38])[F:32])([C:28]([O:30][CH3:31])=[O:29])[CH2:24][CH2:23]1)=[O:21])([CH3:18])([CH3:17])[CH3:16], predict the reactants needed to synthesize it. The reactants are: C[Si](C)(C)N[Si](C)(C)C.[Li]CCCC.[C:15]([O:19][C:20]([N:22]1[CH2:27][CH2:26][CH:25]([C:28]([O:30][CH3:31])=[O:29])[CH2:24][CH2:23]1)=[O:21])([CH3:18])([CH3:17])[CH3:16].[F:32][C:33]([F:39])([F:38])S([O-])(=O)=O.[F:32][C:33]([F:39])([F:38])[S+]1C2C=CC=CC=2C2C=CC=CC1=2.C(O)(=O)CC(CC(O)=O)(C(O)=O)O. (4) Given the product [F:14][C:13]([F:16])([F:15])[C:12]1[N:8]=[C:7]([N:1]2[CH2:6][CH2:5][NH:4][CH2:3][CH2:2]2)[S:9][CH:11]=1, predict the reactants needed to synthesize it. The reactants are: [N:1]1([C:7](=[S:9])[NH2:8])[CH2:6][CH2:5][NH:4][CH2:3][CH2:2]1.Br[CH2:11][C:12](=O)[C:13]([F:16])([F:15])[F:14].CO.ClCCl. (5) Given the product [CH2:4]([Si:3]([CH2:8][C:9]1[CH2:11][CH:10]=1)([CH2:1][CH3:2])[CH2:6][CH3:7])[CH3:5], predict the reactants needed to synthesize it. The reactants are: [CH2:1]([Si:3]([CH2:8][C:9]1(Br)[CH2:11][C:10]1(Br)Br)([CH2:6][CH3:7])[CH2:4][CH3:5])[CH3:2].C[Li]. (6) Given the product [Cl:21][C:15]1[CH:16]=[C:17]([Cl:20])[CH:18]=[CH:19][C:14]=1[CH:5]1[C:4]([C:22]([O:24][CH2:25][CH3:26])=[O:23])=[C:3]([CH2:2][N:27]2[CH2:32][CH2:31][O:30][C@H:29]([CH2:33][OH:34])[CH2:28]2)[NH:8][C:7]([C:9]2[S:10][CH:11]=[CH:12][N:13]=2)=[N:6]1, predict the reactants needed to synthesize it. The reactants are: Br[CH2:2][C:3]1[NH:8][C:7]([C:9]2[S:10][CH:11]=[CH:12][N:13]=2)=[N:6][CH:5]([C:14]2[CH:19]=[CH:18][C:17]([Cl:20])=[CH:16][C:15]=2[Cl:21])[C:4]=1[C:22]([O:24][CH2:25][CH3:26])=[O:23].[NH:27]1[CH2:32][CH2:31][O:30][C@H:29]([CH2:33][OH:34])[CH2:28]1. (7) Given the product [Cl:1][C:2]1[CH:6]=[CH:5][N:4]([C:10]2[CH:11]=[N:12][CH:13]=[CH:14][CH:15]=2)[N:3]=1, predict the reactants needed to synthesize it. The reactants are: [Cl:1][C:2]1[CH:6]=[C:5](C(O)=O)[N:4]([C:10]2[CH:11]=[N:12][CH:13]=[CH:14][CH:15]=2)[N:3]=1.